Dataset: Catalyst prediction with 721,799 reactions and 888 catalyst types from USPTO. Task: Predict which catalyst facilitates the given reaction. (1) Reactant: Br[C:2]1[CH:24]=[CH:23][C:5]([CH2:6][N:7]2[C:11]3([CH2:15][CH2:14][N:13]([CH:16]4[CH2:21][CH2:20][CH2:19][CH2:18][CH2:17]4)[C:12]3=[O:22])[CH2:10][CH2:9][CH2:8]2)=[CH:4][CH:3]=1.O1CCOCC1.C(O)C.[CH2:34]([NH:36][C:37]([C:39]1[N:44]=[CH:43][C:42](B(O)O)=[CH:41][CH:40]=1)=[O:38])[CH3:35].C(Cl)Cl.C(=O)([O-])[O-].[K+].[K+].O. Product: [CH:16]1([N:13]2[CH2:14][CH2:15][C:11]3([N:7]([CH2:6][C:5]4[CH:23]=[CH:24][C:2]([C:42]5[CH:41]=[CH:40][C:39]([C:37]([NH:36][CH2:34][CH3:35])=[O:38])=[N:44][CH:43]=5)=[CH:3][CH:4]=4)[CH2:8][CH2:9][CH2:10]3)[C:12]2=[O:22])[CH2:21][CH2:20][CH2:19][CH2:18][CH2:17]1. The catalyst class is: 140. (2) Reactant: [Br:1][C:2]1[O:6][C:5]([C:7]([OH:9])=[O:8])=[CH:4][CH:3]=1.[C:10](Cl)(=O)C(Cl)=O.CN(C)C=O.CO. Product: [Br:1][C:2]1[O:6][C:5]([C:7]([O:9][CH3:10])=[O:8])=[CH:4][CH:3]=1. The catalyst class is: 4. (3) Reactant: [NH2:1][C:2]1[C:11]2=[CH:12][N:13]([CH:15]3[O:23][CH:22]4[CH:17]([O:18][Si:19]([C:28]([CH3:31])([CH3:30])[CH3:29])([C:24]([CH3:27])([CH3:26])[CH3:25])[O:20][CH2:21]4)[C:16]3([OH:33])[CH3:32])[N:14]=[C:9]3[C:10]2=[C:4]([C:5](=[O:34])[NH:6][N:7]=[CH:8]3)[CH:3]=1.[C:35](Cl)(=[O:44])[O:36][CH2:37][O:38][C:39](=[O:43])[CH:40]([CH3:42])[CH3:41]. Product: [C:24]([Si:19]1([C:28]([CH3:31])([CH3:30])[CH3:29])[O:18][CH:17]2[C:16]([OH:33])([CH3:32])[CH:15]([N:13]3[CH:12]=[C:11]4[C:2]([NH:1][C:35]([O:36][CH2:37][O:38][C:39](=[O:43])[CH:40]([CH3:42])[CH3:41])=[O:44])=[CH:3][C:4]5[C:5](=[O:34])[NH:6][N:7]=[CH:8][C:9]([C:10]=54)=[N:14]3)[O:23][CH:22]2[CH2:21][O:20]1)([CH3:26])([CH3:25])[CH3:27]. The catalyst class is: 377. (4) Product: [O:16]=[C:7]1[C:8]2[C:9](=[CH:12][CH:13]=[CH:14][CH:15]=2)[C:10](=[O:11])[N:6]1[CH2:5][CH2:4][CH2:3][CH2:2][N:35]1[CH2:34][CH2:33][N:32]([C:25]([O:27][C:28]([CH3:31])([CH3:30])[CH3:29])=[O:26])[CH2:37][CH2:36]1. Reactant: Br[CH2:2][CH2:3][CH2:4][CH2:5][N:6]1[C:10](=[O:11])[C:9]2=[CH:12][CH:13]=[CH:14][CH:15]=[C:8]2[C:7]1=[O:16].[I-].[Na+].C([O-])([O-])=O.[K+].[K+].[C:25]([N:32]1[CH2:37][CH2:36][NH:35][CH2:34][CH2:33]1)([O:27][C:28]([CH3:31])([CH3:30])[CH3:29])=[O:26]. The catalyst class is: 21. (5) Reactant: [Cl:1][C:2]1[C:3]([CH2:29][CH3:30])=[C:4]([NH:10][C@H:11]([C@@H:26]([OH:28])[CH3:27])[C:12]([NH:14][NH:15][C:16](=O)[C:17]2[CH:22]=[CH:21][C:20]([C:23]#[N:24])=[CH:19][CH:18]=2)=[O:13])[CH:5]=[CH:6][C:7]=1[C:8]#[N:9].C(NP1(N(CC)CC)N(C)CCCN1C)(C)(C)C. Product: [Cl:1][C:2]1[C:3]([CH2:29][CH3:30])=[C:4]([NH:10][C@@H:11]([C:12]2[O:13][C:16]([C:17]3[CH:18]=[CH:19][C:20]([C:23]#[N:24])=[CH:21][CH:22]=3)=[N:15][N:14]=2)[C@H:26]([OH:28])[CH3:27])[CH:5]=[CH:6][C:7]=1[C:8]#[N:9]. The catalyst class is: 1.